This data is from Reaction yield outcomes from USPTO patents with 853,638 reactions. The task is: Predict the reaction yield, written as a fraction of the theoretical maximum amount of product (1.0 means a 100% yield; for example, 0.34 means a 34% yield). (1) The reactants are [C:1]([C:5]1[CH:32]=[CH:31][C:8]([C:9]([NH:11][C:12]([NH:14][C:15]2[CH:20]=[CH:19][C:18]([NH:21]C(=O)OC(C)(C)C)=[C:17]([O:29][CH3:30])[CH:16]=2)=[S:13])=[O:10])=[CH:7][CH:6]=1)([CH3:4])([CH3:3])[CH3:2].FC(F)(F)C(O)=O.[Cl:40]CCl. No catalyst specified. The product is [ClH:40].[NH2:21][C:18]1[CH:19]=[CH:20][C:15]([NH:14][C:12]([NH:11][C:9](=[O:10])[C:8]2[CH:31]=[CH:32][C:5]([C:1]([CH3:2])([CH3:3])[CH3:4])=[CH:6][CH:7]=2)=[S:13])=[CH:16][C:17]=1[O:29][CH3:30]. The yield is 0.890. (2) The reactants are [CH2:1]([C:3]1[N:4]([C:28]2[CH:33]=[CH:32][C:31]([O:34][C:35]([CH3:39])([CH3:38])[CH2:36][OH:37])=[CH:30][CH:29]=2)[C:5](=[O:27])[C:6]([CH2:12][C:13]2[CH:18]=[CH:17][C:16]([C:19]3[C:20]([C:25]#[N:26])=[CH:21][CH:22]=[CH:23][CH:24]=3)=[CH:15][CH:14]=2)=[C:7]([CH2:9][CH2:10][CH3:11])[N:8]=1)[CH3:2].[H-].[Na+].[CH3:42]I. The catalyst is CN(C)C=O.C(OCC)(=O)C. The product is [CH2:1]([C:3]1[N:4]([C:28]2[CH:29]=[CH:30][C:31]([O:34][C:35]([CH3:39])([CH3:38])[CH2:36][O:37][CH3:42])=[CH:32][CH:33]=2)[C:5](=[O:27])[C:6]([CH2:12][C:13]2[CH:14]=[CH:15][C:16]([C:19]3[C:20]([C:25]#[N:26])=[CH:21][CH:22]=[CH:23][CH:24]=3)=[CH:17][CH:18]=2)=[C:7]([CH2:9][CH2:10][CH3:11])[N:8]=1)[CH3:2]. The yield is 0.480.